Task: Predict the reactants needed to synthesize the given product.. Dataset: Full USPTO retrosynthesis dataset with 1.9M reactions from patents (1976-2016) (1) The reactants are: [C:1]([C:3]1[CH:4]=[CH:5][C:6]2[O:10][C:9]3[CH:11]=[C:12]([S:15]([NH:18][C@@H:19]([CH:24]([CH3:26])[CH3:25])[C:20]([O:22][CH3:23])=[O:21])(=[O:17])=[O:16])[CH:13]=[CH:14][C:8]=3[C:7]=2[CH:27]=1)#[N:2].[CH3:28][OH:29]. Given the product [NH:2]=[C:1]([O:29][CH3:28])[C:3]1[CH:4]=[CH:5][C:6]2[O:10][C:9]3[CH:11]=[C:12]([S:15]([NH:18][C@@H:19]([CH:24]([CH3:25])[CH3:26])[C:20]([O:22][CH3:23])=[O:21])(=[O:16])=[O:17])[CH:13]=[CH:14][C:8]=3[C:7]=2[CH:27]=1, predict the reactants needed to synthesize it. (2) The reactants are: [C:1]([O:5][C:6]([N:8]1[CH2:13][CH2:12][CH:11]([C:14]2[C:19](Cl)=[N:18][CH:17]=[CH:16][N:15]=2)[CH2:10][CH2:9]1)=[O:7])([CH3:4])([CH3:3])[CH3:2].[NH:21]1[CH2:26][CH2:25][CH:24]([CH2:27][OH:28])[CH2:23][CH2:22]1.CCN(CC)CC. Given the product [C:1]([O:5][C:6]([N:8]1[CH2:13][CH2:12][CH:11]([C:14]2[C:19]([N:21]3[CH2:26][CH2:25][CH:24]([CH2:27][OH:28])[CH2:23][CH2:22]3)=[N:18][CH:17]=[CH:16][N:15]=2)[CH2:10][CH2:9]1)=[O:7])([CH3:4])([CH3:3])[CH3:2], predict the reactants needed to synthesize it. (3) Given the product [NH2:16][C:15]1[CH:14]=[C:13]([C:17]2[CH:18]=[CH:19][C:20]([O:23][CH3:24])=[CH:21][CH:22]=2)[S:6][C:7]=1[C:8]([O:10][CH3:11])=[O:9], predict the reactants needed to synthesize it. The reactants are: CO.C[O-].[Na+].[SH:6][CH2:7][C:8]([O:10][CH3:11])=[O:9].Cl/[C:13](/[C:17]1[CH:22]=[CH:21][C:20]([O:23][CH3:24])=[CH:19][CH:18]=1)=[CH:14]/[C:15]#[N:16]. (4) Given the product [O:7]=[CH:8][CH2:9][CH2:10][NH:11][C:12]([C:14]1[NH:15][C:16]2[C:21]([C:22]=1[I:23])=[CH:20][C:19]([F:24])=[CH:18][CH:17]=2)=[O:13], predict the reactants needed to synthesize it. The reactants are: C(Cl)(=O)C(Cl)=O.[OH:7][CH2:8][CH2:9][CH2:10][NH:11][C:12]([C:14]1[NH:15][C:16]2[C:21]([C:22]=1[I:23])=[CH:20][C:19]([F:24])=[CH:18][CH:17]=2)=[O:13].CCN(CC)CC.